Dataset: Reaction yield outcomes from USPTO patents with 853,638 reactions. Task: Predict the reaction yield, written as a fraction of the theoretical maximum amount of product (1.0 means a 100% yield; for example, 0.34 means a 34% yield). (1) The reactants are Br[C:2]([C:5]1[CH:10]=[C:9]([N+:11]([O-:13])=[O:12])[CH:8]=[C:7]([Cl:14])[CH:6]=1)([CH3:4])[CH3:3].[NH:15]1[CH:19]=[CH:18][CH:17]=[CH:16]1.[Al+3].[Cl-].[Cl-].[Cl-].O. The catalyst is ClCCCl. The product is [Cl:14][C:7]1[CH:6]=[C:5]([C:2]([C:16]2[NH:15][CH:19]=[CH:18][CH:17]=2)([CH3:4])[CH3:3])[CH:10]=[C:9]([N+:11]([O-:13])=[O:12])[CH:8]=1.[Cl:14][C:7]1[CH:6]=[C:5]([C:2]([C:17]2[CH:18]=[CH:19][NH:15][CH:16]=2)([CH3:4])[CH3:3])[CH:10]=[C:9]([N+:11]([O-:13])=[O:12])[CH:8]=1. The yield is 0.330. (2) The reactants are [CH2:1]([O:8][C:9]([NH:11][C@@H:12]([CH2:16][C:17]1[CH:22]=[CH:21][C:20]([CH:23]2[S:27](=[O:29])(=[O:28])[NH:26][C:25](=[O:30])[CH2:24]2)=[C:19]([CH3:31])[CH:18]=1)[C:13](O)=[O:14])=[O:10])[C:2]1[CH:7]=[CH:6][CH:5]=[CH:4][CH:3]=1.F[P-](F)(F)(F)(F)F.N1(O[P+](N(C)C)(N(C)C)N(C)C)C2C=CC=CC=2N=N1.[NH2:59][CH2:60][CH2:61][CH2:62][CH2:63][O:64][C:65]1[CH:74]=[CH:73][CH:72]=[C:71]([OH:75])[C:66]=1[C:67]([O:69][CH3:70])=[O:68].C(N(CC)C(C)C)(C)C. The catalyst is CN(C)C=O.C(OCC)(=O)C. The product is [CH2:1]([O:8][C:9]([NH:11][C@@H:12]([CH2:16][C:17]1[CH:22]=[CH:21][C:20]([CH:23]2[S:27](=[O:29])(=[O:28])[NH:26][C:25](=[O:30])[CH2:24]2)=[C:19]([CH3:31])[CH:18]=1)[C:13]([NH:59][CH2:60][CH2:61][CH2:62][CH2:63][O:64][C:65]1[CH:74]=[CH:73][CH:72]=[C:71]([OH:75])[C:66]=1[C:67]([O:69][CH3:70])=[O:68])=[O:14])=[O:10])[C:2]1[CH:7]=[CH:6][CH:5]=[CH:4][CH:3]=1. The yield is 0.570. (3) The product is [O:15]1[CH:19]=[CH:17][CH:18]=[C:11]1[C:12]1[CH:5]=[CH:6][CH:7]=[CH:3][C:1]=1[NH2:2]. The yield is 0.110. The catalyst is CN(C)C=O.ClCCl. The reactants are [C:1]([C:3]1O[C:5](C(O)=O)=[CH:6][CH:7]=1)#[N:2].[C:11](Cl)(=[O:15])[C:12](Cl)=O.[CH:17](N(CC)C(C)C)([CH3:19])[CH3:18].C(=O)(O)[O-].[Na+]. (4) The reactants are Cl[C:2]1[CH:3]2[S:10][CH:9]=[CH:8][CH:4]2[N:5]=[CH:6][N:7]=1.[Cl:11][C:12]1[CH:13]=[C:14]([CH:16]=[CH:17][CH:18]=1)[NH2:15]. The product is [Cl:11][C:12]1[CH:13]=[C:14]([NH:15][C:2]2[C:3]3[S:10][CH:9]=[CH:8][C:4]=3[N:5]=[CH:6][N:7]=2)[CH:16]=[CH:17][CH:18]=1. The yield is 0.380. The catalyst is C(O)(C)C.Cl. (5) The reactants are [F:1][C:2]1[CH:3]=[C:4]([OH:10])[CH:5]=[CH:6][C:7]=1[O:8][CH3:9].C([Mg]Cl)(C)C.[C:16]1([CH:22]([C:34]2[CH:39]=[CH:38][CH:37]=[CH:36][CH:35]=2)[N:23]2[C:31]3[C:26](=[CH:27][CH:28]=[CH:29][CH:30]=3)[C:25](=[O:32])[C:24]2=[O:33])[CH:21]=[CH:20][CH:19]=[CH:18][CH:17]=1. The catalyst is O1CCCC1.ClCCl. The product is [C:34]1([CH:22]([C:16]2[CH:21]=[CH:20][CH:19]=[CH:18][CH:17]=2)[N:23]2[C:31]3[C:26](=[CH:27][CH:28]=[CH:29][CH:30]=3)[C:25]([C:5]3[CH:6]=[C:7]([O:8][CH3:9])[C:2]([F:1])=[CH:3][C:4]=3[OH:10])([OH:32])[C:24]2=[O:33])[CH:35]=[CH:36][CH:37]=[CH:38][CH:39]=1. The yield is 0.570.